This data is from Forward reaction prediction with 1.9M reactions from USPTO patents (1976-2016). The task is: Predict the product of the given reaction. (1) Given the reactants [F:1][C:2]([F:16])([F:15])[C:3]1[CH:4]=[C:5]([C:12]([OH:14])=O)[C:6](=[CH:10][CH:11]=1)[C:7]([OH:9])=O.[NH2:17][CH2:18][C:19]([OH:21])=[O:20].[CH3:22]O, predict the reaction product. The product is: [CH3:22][O:20][C:19](=[O:21])[CH2:18][N:17]1[C:12](=[O:14])[C:5]2[C:6](=[CH:10][CH:11]=[C:3]([C:2]([F:1])([F:16])[F:15])[CH:4]=2)[C:7]1=[O:9]. (2) Given the reactants [F:1][CH:2]([F:18])[C:3]1[CH:8]=[CH:7][C:6]([C:9]2[C:14]([F:15])=[CH:13][N:12]=[C:11]([C:16]#[N:17])[CH:10]=2)=[CH:5][CH:4]=1, predict the reaction product. The product is: [F:18][CH:2]([F:1])[C:3]1[CH:4]=[CH:5][C:6]([C:9]2[C:14]([F:15])=[CH:13][N:12]=[C:11]([CH2:16][NH2:17])[CH:10]=2)=[CH:7][CH:8]=1.